From a dataset of Forward reaction prediction with 1.9M reactions from USPTO patents (1976-2016). Predict the product of the given reaction. (1) Given the reactants [C:1](OC1C=CC([N+]([O-])=O)=CC=1)(=[O:3])[CH3:2].[C:14]1(=[O:21])[CH2:19][CH2:18][CH2:17][C:16](=[O:20])[CH2:15]1.C(N(CC)CC)C, predict the reaction product. The product is: [C:1]([CH:15]1[C:16](=[O:20])[CH2:17][CH2:18][CH2:19][C:14]1=[O:21])(=[O:3])[CH3:2]. (2) Given the reactants C(OC(=O)[NH:7][CH2:8][CH2:9][N:10]1[C:18]2[C:17]([NH:19][C:20]3[CH:25]=[CH:24][C:23]([O:26][C:27]4[CH:32]=[CH:31][CH:30]=[C:29]([C:33]5[S:34][CH:35]=[C:36]([C:38]([F:41])([F:40])[F:39])[N:37]=5)[CH:28]=4)=[C:22]([Cl:42])[CH:21]=3)=[N:16][CH:15]=[N:14][C:13]=2[CH:12]=[CH:11]1)(C)(C)C.[ClH:44].CO, predict the reaction product. The product is: [ClH:42].[ClH:44].[NH2:7][CH2:8][CH2:9][N:10]1[C:18]2[C:17]([NH:19][C:20]3[CH:25]=[CH:24][C:23]([O:26][C:27]4[CH:32]=[CH:31][CH:30]=[C:29]([C:33]5[S:34][CH:35]=[C:36]([C:38]([F:40])([F:39])[F:41])[N:37]=5)[CH:28]=4)=[C:22]([Cl:42])[CH:21]=3)=[N:16][CH:15]=[N:14][C:13]=2[CH:12]=[CH:11]1. (3) The product is: [O:1]1[CH2:5][CH2:4][N:3]=[C:2]1[C@H:6]([NH:8][C:9]([C:11]1[C:19]2[C:14](=[N:15][CH:16]=[C:17]([C:20]3[C:28]4[C:23](=[CH:24][C:25]([F:29])=[CH:26][CH:27]=4)[N:22]([CH3:30])[N:21]=3)[N:18]=2)[NH:13][CH:12]=1)=[O:10])[CH3:7]. Given the reactants [O:1]1[CH2:5][CH2:4][N:3]=[C:2]1[C@H:6]([NH:8][C:9]([C:11]1[C:19]2[C:14](=[N:15][CH:16]=[C:17]([C:20]3[C:28]4[C:23](=[CH:24][C:25]([F:29])=[CH:26][CH:27]=4)[N:22]([CH3:30])[N:21]=3)[N:18]=2)[N:13](COCC[Si](C)(C)C)[CH:12]=1)=[O:10])[CH3:7].[F-].C([N+](CCCC)(CCCC)CCCC)CCC, predict the reaction product. (4) Given the reactants F[C:2](F)=O.B(F)(F)F.CCO[CH2:12][CH3:13].[C:14]1([CH3:20])[CH:19]=[CH:18][CH:17]=[CH:16][CH:15]=1, predict the reaction product. The product is: [CH2:18]1[C:19]2[C:14](=[CH:20][CH:2]=[CH:12][CH:13]=2)[CH:15]=[CH:16][CH2:17]1.